Dataset: Full USPTO retrosynthesis dataset with 1.9M reactions from patents (1976-2016). Task: Predict the reactants needed to synthesize the given product. (1) Given the product [ClH:70].[ClH:70].[CH:1]1([CH2:4][O:5][C:6]2[CH:11]=[CH:10][N:9]3[C:12]([C:15]4[CH:24]=[CH:23][C:22]5[C:17](=[C:18]([N:25]6[CH2:30][CH2:29][C@H:28]([NH2:31])[C@H:27]([F:32])[CH2:26]6)[CH:19]=[CH:20][CH:21]=5)[N:16]=4)=[CH:13][N:14]=[C:8]3[CH:7]=2)[CH2:2][CH2:3]1, predict the reactants needed to synthesize it. The reactants are: [CH:1]1([CH2:4][O:5][C:6]2[CH:11]=[CH:10][N:9]3[C:12]([C:15]4[CH:24]=[CH:23][C:22]5[C:17](=[C:18]([N:25]6[CH2:30][CH2:29][C@H:28]([NH2:31])[C@H:27]([F:32])[CH2:26]6)[CH:19]=[CH:20][CH:21]=5)[N:16]=4)=[CH:13][N:14]=[C:8]3[CH:7]=2)[CH2:3][CH2:2]1.BrC1C=CC=C2C=1N=C(C1N3C=CC(OCC4CC4)=CC3=NC=1)C=C2.C1(N)C(F)=C(F)C(F)=C(N)C=1F.[ClH:70].Cl. (2) Given the product [CH3:8][N:5]1[C:6]([CH3:7])=[C:2](/[N:1]=[C:20]2\[CH:21]=[CH:22][C:17](=[O:16])[CH:18]=[C:19]\2[NH:23][C:24](=[O:26])[CH3:25])[C:3](=[O:15])[N:4]1[C:9]1[CH:10]=[CH:11][CH:12]=[CH:13][CH:14]=1, predict the reactants needed to synthesize it. The reactants are: [NH2:1][C:2]1[C:3](=[O:15])[N:4]([C:9]2[CH:14]=[CH:13][CH:12]=[CH:11][CH:10]=2)[N:5]([CH3:8])[C:6]=1[CH3:7].[OH:16][C:17]1[CH:18]=[C:19]([NH:23][C:24](=[O:26])[CH3:25])[CH:20]=[CH:21][CH:22]=1.N. (3) Given the product [NH2:47][CH2:45][C:14]([NH:16][CH2:17][C@H:18]([NH:22][C:67]([NH:66][C:63]1[CH:64]=[CH:65][C:60]([O:59][CH2:52][C:53]2[CH:54]=[CH:55][CH:56]=[CH:57][CH:58]=2)=[CH:61][CH:62]=1)=[O:68])[C:19]([NH:8][CH:5]1[CH2:6][CH2:7][CH:2]([CH3:1])[CH2:3][CH2:4]1)=[O:21])=[O:15], predict the reactants needed to synthesize it. The reactants are: [CH3:1][CH:2]1[CH2:7][CH2:6][CH:5]([NH2:8])[CH2:4][CH2:3]1.C(O[C:14]([NH:16][CH2:17][CH:18]([NH:22]C(OCC1C2C=CC=CC=2C2C1=CC=CC=2)=O)[C:19]([OH:21])=O)=[O:15])(C)(C)C.C(O[C:45]([NH:47]CC(O)=O)=O)(C)(C)C.[CH2:52]([O:59][C:60]1[CH:65]=[CH:64][C:63]([N:66]=[C:67]=[O:68])=[CH:62][CH:61]=1)[C:53]1[CH:58]=[CH:57][CH:56]=[CH:55][CH:54]=1. (4) Given the product [Br:14][C:10]1[CH:9]=[C:8]([C:27]2[C:21]3[O:20][C:19]4[CH:18]=[CH:17][CH:16]=[CH:15][C:23]=4[C:22]=3[CH:24]=[CH:25][CH:26]=2)[CH:13]=[CH:12][CH:11]=1, predict the reactants needed to synthesize it. The reactants are: C(=O)([O-])[O-].[Na+].[Na+].I[C:8]1[CH:9]=[C:10]([Br:14])[CH:11]=[CH:12][CH:13]=1.[CH:15]1[C:23]2[C:22]3[CH:24]=[CH:25][CH:26]=[CH:27][C:21]=3[O:20][C:19]=2[C:18](B(O)O)=[CH:17][CH:16]=1. (5) The reactants are: Cl[C:2]1[C:14]2[N:9]3[CH:10]=[CH:11][N:12]=[CH:13][C:8]3=[C:7]([C:15]3[C:20]([CH3:21])=[CH:19][C:18]([CH3:22])=[CH:17][C:16]=3[CH3:23])[C:6]=2[N:5]=[C:4]([CH3:24])[CH:3]=1.[CH2:25]([NH:28][CH2:29][CH2:30][CH3:31])[CH2:26][CH3:27]. Given the product [CH2:25]([N:28]([C:2]1[C:14]2[N:9]3[CH:10]=[CH:11][N:12]=[CH:13][C:8]3=[C:7]([C:15]3[C:20]([CH3:21])=[CH:19][C:18]([CH3:22])=[CH:17][C:16]=3[CH3:23])[C:6]=2[N:5]=[C:4]([CH3:24])[CH:3]=1)[CH2:29][CH2:30][CH3:31])[CH2:26][CH3:27], predict the reactants needed to synthesize it. (6) Given the product [F:24][C:13]([F:25])([C:14]1[CH:23]=[CH:22][C:21]2[C:16](=[CH:17][CH:18]=[CH:19][CH:20]=2)[N:15]=1)[CH2:12][N:8]1[CH2:7][C:6]2[C:10](=[C:2]([C:29]3[CH:30]=[CH:31][N:26]=[CH:27][CH:28]=3)[CH:3]=[CH:4][CH:5]=2)[C:9]1=[O:11], predict the reactants needed to synthesize it. The reactants are: Br[C:2]1[CH:3]=[CH:4][CH:5]=[C:6]2[C:10]=1[C:9](=[O:11])[N:8]([CH2:12][C:13]([F:25])([F:24])[C:14]1[CH:23]=[CH:22][C:21]3[C:16](=[CH:17][CH:18]=[CH:19][CH:20]=3)[N:15]=1)[CH2:7]2.[N:26]1[CH:31]=[CH:30][C:29](B(O)O)=[CH:28][CH:27]=1.C([O-])([O-])=O.[Cs+].[Cs+].